From a dataset of Forward reaction prediction with 1.9M reactions from USPTO patents (1976-2016). Predict the product of the given reaction. (1) Given the reactants Cl[C:2]1[CH:3]=[C:4]([CH:27]=[C:28]([CH3:30])[N:29]=1)[C:5]([NH:7][C:8]1[C:17]2[C:12](=[CH:13][CH:14]=[CH:15][CH:16]=2)[C:11]([O:18][CH2:19][CH2:20][N:21]2[CH2:26][CH2:25][O:24][CH2:23][CH2:22]2)=[CH:10][CH:9]=1)=[O:6].[CH3:31][CH:32]1[CH2:36][CH2:35][CH2:34][NH:33]1, predict the reaction product. The product is: [CH3:30][C:28]1[CH:27]=[C:4]([CH:3]=[C:2]([N:33]2[CH2:34][CH2:35][CH2:36][CH:32]2[CH3:31])[N:29]=1)[C:5]([NH:7][C:8]1[C:17]2[C:12](=[CH:13][CH:14]=[CH:15][CH:16]=2)[C:11]([O:18][CH2:19][CH2:20][N:21]2[CH2:26][CH2:25][O:24][CH2:23][CH2:22]2)=[CH:10][CH:9]=1)=[O:6]. (2) Given the reactants [Cl:1][C:2]1[CH:3]=[C:4]([C:8]2[N:17]([CH3:18])[C:16](=[O:19])[C:15]3[C:10](=[CH:11][CH:12]=[C:13]([OH:20])[CH:14]=3)[N:9]=2)[CH:5]=[CH:6][CH:7]=1.[N:21]12[CH2:28][CH2:27][CH:24]([CH2:25][CH2:26]1)[CH:23](O)[CH2:22]2.C1(P(C2C=CC=CC=2)C2C=CC=CC=2)C=CC=CC=1.N(C(OC(C)C)=O)=NC(OC(C)C)=O, predict the reaction product. The product is: [Cl:1][C:2]1[CH:3]=[C:4]([C:8]2[N:17]([CH3:18])[C:16](=[O:19])[C:15]3[C:10](=[CH:11][CH:12]=[C:13]([O:20][CH:23]4[CH:24]5[CH2:27][CH2:28][N:21]([CH2:26][CH2:25]5)[CH2:22]4)[CH:14]=3)[N:9]=2)[CH:5]=[CH:6][CH:7]=1. (3) Given the reactants [OH:1][C:2]1[CH:3]=[C:4]2[C:9](=[CH:10][CH:11]=1)[NH:8][C:7](=[O:12])[CH2:6][CH2:5]2.C([O-])([O-])=O.[K+].[K+].[CH:19]1[CH:24]=[CH:23][C:22]([CH2:25]Br)=[CH:21][CH:20]=1, predict the reaction product. The product is: [CH2:25]([O:1][C:2]1[CH:3]=[C:4]2[C:9](=[CH:10][CH:11]=1)[NH:8][C:7](=[O:12])[CH2:6][CH2:5]2)[C:22]1[CH:23]=[CH:24][CH:19]=[CH:20][CH:21]=1. (4) Given the reactants [Br:1][C:2]1[C:3]([CH3:11])=[C:4]([CH2:8][NH:9][CH3:10])[CH:5]=[N:6][CH:7]=1.[C:20](O[C:20]([O:22][C:23]([CH3:26])([CH3:25])[CH3:24])=[O:21])([O:22][C:23]([CH3:26])([CH3:25])[CH3:24])=[O:21].[OH-].[Na+], predict the reaction product. The product is: [C:23]([O:22][C:20](=[O:21])[N:9]([CH2:8][C:4]1[CH:5]=[N:6][CH:7]=[C:2]([Br:1])[C:3]=1[CH3:11])[CH3:10])([CH3:24])([CH3:25])[CH3:26]. (5) Given the reactants [N:1]([CH2:4][C:5]1[CH:10]=[C:9]([O:11][CH3:12])[CH:8]=[C:7]([F:13])[C:6]=1[F:14])=[N+]=[N-], predict the reaction product. The product is: [F:14][C:6]1[C:7]([F:13])=[CH:8][C:9]([O:11][CH3:12])=[CH:10][C:5]=1[CH2:4][NH2:1]. (6) The product is: [OH:3][C:1]1[CH:2]=[CH:15][N:14]=[C:9]([C:10]([F:12])([F:13])[F:11])[C:4]=1[C:5]([O:7][CH3:8])=[O:6]. Given the reactants [C:1]([C:4](=[C:9]([NH2:14])[C:10]([F:13])([F:12])[F:11])[C:5]([O:7][CH3:8])=[O:6])(=[O:3])[CH3:2].[C:15](OC(=O)C)(=O)C.C(OC)(OC)OC.[H-].[Na+], predict the reaction product.